Dataset: Forward reaction prediction with 1.9M reactions from USPTO patents (1976-2016). Task: Predict the product of the given reaction. (1) Given the reactants [CH3:1][C:2]1[O:6][N:5]=[C:4]([C:7]2[CH:12]=[CH:11][CH:10]=[CH:9][CH:8]=2)[C:3]=1[C:13]1[CH:18]=[CH:17][C:16]([S:19]([NH2:22])(=[O:21])=[O:20])=[CH:15][CH:14]=1, predict the reaction product. The product is: [CH3:1][C:2]1[O:6][N:5]=[C:4]([C:7]2[CH:8]=[CH:9][CH:10]=[CH:11][CH:12]=2)[C:3]=1[C:13]1[CH:18]=[CH:17][C:16]([S:19]([NH:22][C:2](=[O:6])[CH2:3][CH3:4])(=[O:21])=[O:20])=[CH:15][CH:14]=1. (2) Given the reactants [Br:1][C:2]1[CH:3]=[N:4][CH:5]=[C:6]([N:8]2[CH2:12][CH2:11][CH2:10][C@H:9]2[C:13](C)(C)[O:14][SiH2]C(C)(C)C)[CH:7]=1.Cl.O1CCOCC1, predict the reaction product. The product is: [Br:1][C:2]1[CH:7]=[C:6]([N:8]2[CH2:12][CH2:11][CH2:10][C@H:9]2[CH2:13][OH:14])[CH:5]=[N:4][CH:3]=1. (3) The product is: [CH3:1][NH:2][C:3]([C:5]1[CH:14]=[CH:13][C:12]2[C:7](=[CH:8][CH:9]=[CH:10][C:11]=2[N:15]=[CH:26][C:25]([OH:32])([C:28]([F:29])([F:31])[F:30])[CH2:24][C:23]([C:21]2[CH:22]=[C:17]([F:16])[CH:18]=[CH:19][C:20]=2[O:35][CH3:36])([CH3:33])[CH3:34])[N:6]=1)=[O:4]. Given the reactants [CH3:1][NH:2][C:3]([C:5]1[CH:14]=[CH:13][C:12]2[C:7](=[CH:8][CH:9]=[CH:10][C:11]=2[NH2:15])[N:6]=1)=[O:4].[F:16][C:17]1[CH:18]=[CH:19][C:20]([O:35][CH3:36])=[C:21]([C:23]([CH3:34])([CH3:33])[CH2:24][C:25]([OH:32])([C:28]([F:31])([F:30])[F:29])[CH:26]=O)[CH:22]=1.C(O)(=O)C.CCCCCC.C(OCC)(=O)C, predict the reaction product.